This data is from Full USPTO retrosynthesis dataset with 1.9M reactions from patents (1976-2016). The task is: Predict the reactants needed to synthesize the given product. (1) Given the product [CH3:9][O:10][C:11](=[O:16])[CH:12]([NH:13][C:17]([C:18]1[CH:23]=[CH:22][CH:21]=[CH:20][CH:19]=1)([C:30]1[CH:31]=[CH:32][CH:33]=[CH:34][CH:35]=1)[C:24]1[CH:25]=[CH:26][CH:27]=[CH:28][CH:29]=1)[CH2:14][OH:15], predict the reactants needed to synthesize it. The reactants are: CCN(CC)CC.Cl.[CH3:9][O:10][C:11](=[O:16])[C@H:12]([CH2:14][OH:15])[NH2:13].[C:17](Cl)([C:30]1[CH:35]=[CH:34][CH:33]=[CH:32][CH:31]=1)([C:24]1[CH:29]=[CH:28][CH:27]=[CH:26][CH:25]=1)[C:18]1[CH:23]=[CH:22][CH:21]=[CH:20][CH:19]=1. (2) Given the product [CH2:19]([O:18][C:10]1[CH:9]=[C:8]([CH:7]=[CH:6][C:5]([OH:22])=[O:4])[CH:13]=[CH:12][C:11]=1[O:14][CH2:15][CH:16]=[CH2:17])[CH:20]=[CH2:21], predict the reactants needed to synthesize it. The reactants are: C([O:4][C:5](=[O:22])[CH:6]=[CH:7][C:8]1[CH:13]=[CH:12][C:11]([O:14][CH2:15][CH:16]=[CH2:17])=[C:10]([O:18][CH2:19][CH:20]=[CH2:21])[CH:9]=1)C=C.[OH-].[Na+].